From a dataset of Full USPTO retrosynthesis dataset with 1.9M reactions from patents (1976-2016). Predict the reactants needed to synthesize the given product. (1) Given the product [Cl:1][C:2]1[N:7]=[CH:6][C:5]([C:8]#[N:10])=[CH:4][N:3]=1, predict the reactants needed to synthesize it. The reactants are: [Cl:1][C:2]1[N:7]=[CH:6][C:5]([C:8]([NH2:10])=O)=[CH:4][N:3]=1.C(N(CC)CC)C.C(OC(C(F)(F)F)=O)(C(F)(F)F)=O. (2) Given the product [CH2:42]([O:41][C:39](=[O:40])[NH:1][CH2:2][C@@H:3]1[CH2:7][CH2:6][N:5]([C:8]2[C:17]3[C:12](=[CH:13][C:14]([CH3:18])=[CH:15][CH:16]=3)[N:11]=[C:10]([C:19]3[CH:24]=[CH:23][CH:22]=[CH:21][C:20]=3[OH:25])[N:9]=2)[CH2:4]1)[CH:43]([CH3:45])[CH3:44], predict the reactants needed to synthesize it. The reactants are: [NH2:1][CH2:2][C@@H:3]1[CH2:7][CH2:6][N:5]([C:8]2[C:17]3[C:12](=[CH:13][C:14]([CH3:18])=[CH:15][CH:16]=3)[N:11]=[C:10]([C:19]3[CH:24]=[CH:23][CH:22]=[CH:21][C:20]=3[OH:25])[N:9]=2)[CH2:4]1.C1COCC1.C(N(CC)CC)C.Cl[C:39]([O:41][CH2:42][CH:43]([CH3:45])[CH3:44])=[O:40]. (3) Given the product [F:12][C:3]1[CH:4]=[C:5]([CH:10]=[CH:11][C:2]=1[CH:13]=[CH2:14])[C:6]([O:8][CH3:9])=[O:7], predict the reactants needed to synthesize it. The reactants are: Br[C:2]1[CH:11]=[CH:10][C:5]([C:6]([O:8][CH3:9])=[O:7])=[CH:4][C:3]=1[F:12].[CH:13]([Sn](CCCC)(CCCC)CCCC)=[CH2:14]. (4) Given the product [N+:1]([C:4]1[CH:9]=[CH:8][C:7]([CH:10]([NH2:16])[CH3:11])=[CH:6][CH:5]=1)([O-:3])=[O:2], predict the reactants needed to synthesize it. The reactants are: [N+:1]([C:4]1[CH:9]=[CH:8][C:7]([C:10](=O)[CH3:11])=[CH:6][CH:5]=1)([O-:3])=[O:2].C([O-])=O.[NH4+:16].C(O)(=O)C. (5) The reactants are: Br[C:2]1[C:3]2[N:4]([C:9]([C:30]3[CH:35]=[CH:34][CH:33]=[CH:32][CH:31]=3)=[C:10]([C:12]3[CH:17]=[CH:16][C:15]([C:18]4([NH:22][C:23](=[O:29])[O:24][C:25]([CH3:28])([CH3:27])[CH3:26])[CH2:21][CH2:20][CH2:19]4)=[CH:14][CH:13]=3)[N:11]=2)[N:5]=[C:6]([Cl:8])[CH:7]=1.[NH:36]1[CH:40]=[CH:39][N:38]=[C:37]1B(O)O.[F-].[Cs+]. Given the product [Cl:8][C:6]1[CH:7]=[C:2]([C:37]2[NH:36][CH:40]=[CH:39][N:38]=2)[C:3]2[N:4]([C:9]([C:30]3[CH:35]=[CH:34][CH:33]=[CH:32][CH:31]=3)=[C:10]([C:12]3[CH:17]=[CH:16][C:15]([C:18]4([NH:22][C:23](=[O:29])[O:24][C:25]([CH3:28])([CH3:27])[CH3:26])[CH2:21][CH2:20][CH2:19]4)=[CH:14][CH:13]=3)[N:11]=2)[N:5]=1, predict the reactants needed to synthesize it.